This data is from Catalyst prediction with 721,799 reactions and 888 catalyst types from USPTO. The task is: Predict which catalyst facilitates the given reaction. (1) Reactant: [Cl:1][C:2]1[C:3]([CH3:18])=[C:4]([NH:10][C@H:11]([C@@H:15]([OH:17])[CH3:16])[C:12]([OH:14])=O)[CH:5]=[CH:6][C:7]=1[C:8]#[N:9].[Cl:19][C:20]1[CH:21]=[C:22]([CH:27]=[CH:28][C:29]=1[Cl:30])[C:23]([NH:25][NH2:26])=[O:24].O.ON1C2C=CC=CC=2N=N1.Cl.CN(C)CCCN=C=NCC.C(N(CC)CC)C. Product: [Cl:19][C:20]1[CH:21]=[C:22]([CH:27]=[CH:28][C:29]=1[Cl:30])[C:23]([NH:25][NH:26][C:12](=[O:14])[C@H:11]([NH:10][C:4]1[CH:5]=[CH:6][C:7]([C:8]#[N:9])=[C:2]([Cl:1])[C:3]=1[CH3:18])[C@@H:15]([OH:17])[CH3:16])=[O:24]. The catalyst class is: 1. (2) Reactant: [Br:1][C:2]1[CH:7]=[CH:6][C:5]([C:8]2([C:11]([OH:13])=O)[CH2:10][CH2:9]2)=[CH:4][CH:3]=1.S(Cl)(Cl)=O.[CH3:18][S:19]([NH2:22])(=[O:21])=[O:20].C(N(CC)CC)C. Product: [Br:1][C:2]1[CH:7]=[CH:6][C:5]([C:8]2([C:11]([NH:22][S:19]([CH3:18])(=[O:21])=[O:20])=[O:13])[CH2:10][CH2:9]2)=[CH:4][CH:3]=1. The catalyst class is: 11. (3) Reactant: Cl[C:2]1[N:11]=[C:10]([NH:12][CH2:13][C@H:14]2[O:19][CH2:18][CH2:17][N:16]([C:20]([O:22][C:23]([CH3:26])([CH3:25])[CH3:24])=[O:21])[CH2:15]2)[C:5]2=[N:6][CH:7]=[CH:8][N:9]=[C:4]2[CH:3]=1.[CH3:27][N:28]1[CH:32]=[C:31](B2OC(C)(C)C(C)(C)O2)[CH:30]=[N:29]1.C(=O)([O-])[O-].[Cs+].[Cs+]. Product: [CH3:27][N:28]1[CH:32]=[C:31]([C:2]2[N:11]=[C:10]([NH:12][CH2:13][C@H:14]3[O:19][CH2:18][CH2:17][N:16]([C:20]([O:22][C:23]([CH3:26])([CH3:25])[CH3:24])=[O:21])[CH2:15]3)[C:5]3=[N:6][CH:7]=[CH:8][N:9]=[C:4]3[CH:3]=2)[CH:30]=[N:29]1. The catalyst class is: 70. (4) Reactant: [F-].[Cs+].[Cl:3][C:4]1[CH:9]=[CH:8][C:7](I)=[CH:6][CH:5]=1.[C:11]([O:15][C:16](=[O:40])[N:17]([CH2:29][C:30]1[CH:35]=[CH:34][C:33]([O:36][CH3:37])=[CH:32][C:31]=1[O:38][CH3:39])[C:18]1[CH:19]=[CH:20][C:21]2[NH:22][C:23](=[O:28])[NH:24][CH2:25][C:26]=2[N:27]=1)([CH3:14])([CH3:13])[CH3:12].CN[CH2:43][CH2:44]NC. Product: [C:11]([O:15][C:16](=[O:40])[N:17]([C:18]1[CH:19]=[CH:20][C:21]2[N:22]([C:44]3[CH:43]=[CH:9][C:4]([Cl:3])=[CH:5][CH:6]=3)[C:23](=[O:28])[N:24]([C:7]3[CH:8]=[CH:9][C:4]([Cl:3])=[CH:5][CH:6]=3)[CH2:25][C:26]=2[N:27]=1)[CH2:29][C:30]1[CH:35]=[CH:34][C:33]([O:36][CH3:37])=[CH:32][C:31]=1[O:38][CH3:39])([CH3:14])([CH3:13])[CH3:12].[C:11]([O:15][C:16](=[O:40])[N:17]([C:18]1[CH:19]=[CH:20][C:21]2[N:22]([C:7]3[CH:8]=[CH:9][C:4]([Cl:3])=[CH:5][CH:6]=3)[C:23](=[O:28])[NH:24][CH2:25][C:26]=2[N:27]=1)[CH2:29][C:30]1[CH:35]=[CH:34][C:33]([O:36][CH3:37])=[CH:32][C:31]=1[O:38][CH3:39])([CH3:14])([CH3:12])[CH3:13]. The catalyst class is: 205. (5) Reactant: [CH3:1][O:2][C:3](=[O:35])[CH2:4][C:5]1[CH:6]=[CH:7][C:8]2[O:12][C:11]([NH:13][CH:14]3[CH2:19][CH2:18][N:17]([CH2:20][C:21]4[CH:26]=[C:25]([O:27][CH2:28][CH3:29])[C:24](F)=[C:23]([O:31][CH2:32][CH3:33])[CH:22]=4)[CH2:16][CH2:15]3)=[N:10][C:9]=2[CH:34]=1.C(OC1C=C(C=C(OCC)C=1[N:47]1[CH:51]=[N:50][CH:49]=[N:48]1)C=O)C.C([BH3-])#N.[Na+].C(N(C(C)C)C(C)C)C. Product: [CH3:1][O:2][C:3](=[O:35])[CH2:4][C:5]1[CH:6]=[CH:7][C:8]2[O:12][C:11]([NH:13][CH:14]3[CH2:19][CH2:18][N:17]([CH2:20][C:21]4[CH:26]=[C:25]([O:27][CH2:28][CH3:29])[C:24]([N:47]5[CH:51]=[N:50][CH:49]=[N:48]5)=[C:23]([O:31][CH2:32][CH3:33])[CH:22]=4)[CH2:16][CH2:15]3)=[N:10][C:9]=2[CH:34]=1. The catalyst class is: 212.